Predict the reaction yield, written as a fraction of the theoretical maximum amount of product (1.0 means a 100% yield; for example, 0.34 means a 34% yield). From a dataset of Reaction yield outcomes from USPTO patents with 853,638 reactions. (1) The reactants are [CH3:1][O:2][C:3]1[CH:8]=[CH:7][CH:6]=[CH:5][C:4]=1[CH2:9][C:10]([O:12][CH3:13])=[O:11].C1COCC1.C([N-]C(C)C)(C)C.[Li+].[CH2:27](Br)[C:28]1[CH:33]=[CH:32][CH:31]=[CH:30][CH:29]=1. The catalyst is CCCCCCC.C1COCC1. The product is [CH3:1][O:2][C:3]1[CH:8]=[CH:7][CH:6]=[CH:5][C:4]=1[CH:9]([CH2:27][C:28]1[CH:33]=[CH:32][CH:31]=[CH:30][CH:29]=1)[C:10]([O:12][CH3:13])=[O:11]. The yield is 0.350. (2) The reactants are [Cl:1][C:2]1[CH:3]=[C:4]2[C:9](=[CH:10][CH:11]=1)[CH:8]=[C:7]([S:12]([CH2:15][CH2:16][C:17]([N:19]1[CH2:24][CH2:23][CH:22]([NH2:25])[CH2:21][CH2:20]1)=[O:18])(=[O:14])=[O:13])[CH:6]=[CH:5]2.[CH2:26]([C:28]1[NH:29][C:30]([CH:34]=O)=[C:31]([CH3:33])[N:32]=1)[CH3:27]. No catalyst specified. The product is [Cl:1][C:2]1[CH:3]=[C:4]2[C:9](=[CH:10][CH:11]=1)[CH:8]=[C:7]([S:12]([CH2:15][CH2:16][C:17]([N:19]1[CH2:24][CH2:23][CH:22]([NH:25][CH2:33][C:31]3[NH:32][C:28]([CH2:26][CH3:27])=[N:29][C:30]=3[CH3:34])[CH2:21][CH2:20]1)=[O:18])(=[O:14])=[O:13])[CH:6]=[CH:5]2. The yield is 0.500. (3) The reactants are [S:1]1[CH:5]=[CH:4][C:3]([N:6]2[C:14]3[C:9](=[CH:10][CH:11]=[CH:12][CH:13]=3)[C:8](=O)[C:7]2=[O:16])=[CH:2]1.[F:17][C:18]([F:27])([F:26])[C:19]1[CH:20]=[C:21]([CH:23]=[CH:24][CH:25]=1)[NH2:22]. No catalyst specified. The product is [S:1]1[CH:5]=[CH:4][C:3]([N:6]2[C:14]3[C:9](=[CH:10][CH:11]=[CH:12][CH:13]=3)[C:8](=[N:22][C:21]3[CH:23]=[CH:24][CH:25]=[C:19]([C:18]([F:17])([F:26])[F:27])[CH:20]=3)[C:7]2=[O:16])=[CH:2]1. The yield is 0.220. (4) The reactants are I[C:2]1[O:3][CH:4]=[CH:5][CH:6]=1.[Cl:7][C:8]1[CH:13]=[CH:12][C:11]([C:14]#[CH:15])=[CH:10][CH:9]=1.N1CCC[C@H]1C(O)=O.C([O-])([O-])=O.[Na+].[Na+].O=C1O[C@H]([C@H](CO)O)C([O-])=C1O.[Na+].[N-:43]=[N+:44]=[N-:45].[Na+].[OH-].[NH4+]. The catalyst is CS(C)=O.O. The product is [Cl:7][C:8]1[CH:13]=[CH:12][C:11]([C:14]2[N:43]=[N:44][N:45]([C:2]3[O:3][CH:4]=[CH:5][CH:6]=3)[CH:15]=2)=[CH:10][CH:9]=1. The yield is 0.0120. (5) The reactants are [CH:1]1([Mg]Br)[CH2:5][CH2:4][CH2:3][CH2:2]1.CC1(C)[O:13][C@@H:12]([C@H:14]2[CH2:16][N:15]2[C:17]([O:19][C:20]([CH3:23])([CH3:22])[CH3:21])=[O:18])[CH2:11][O:10]1.C(OC(OC(OC(C)(C)C)=O)=O)(C)(C)C. The catalyst is C1COCC1. The product is [CH:1]1([CH2:16][C@H:14]([NH:15][C:17](=[O:18])[O:19][C:20]([CH3:23])([CH3:22])[CH3:21])[C@H:12]([OH:13])[CH2:11][OH:10])[CH2:5][CH2:4][CH2:3][CH2:2]1. The yield is 0.840.